This data is from Full USPTO retrosynthesis dataset with 1.9M reactions from patents (1976-2016). The task is: Predict the reactants needed to synthesize the given product. (1) Given the product [CH2:1]([O:8][C:9](=[O:29])[CH:10]([O:26][CH2:27][CH3:28])[CH2:11][C:12]1[CH:17]=[CH:16][C:15]([O:18][C:43](=[O:44])[CH2:42][C:32]2[N:33]=[C:34]([C:36]3[CH:41]=[CH:40][CH:39]=[CH:38][CH:37]=3)[O:35][C:31]=2[CH3:30])=[C:14]([CH2:19][C:20]2[CH:21]=[CH:22][CH:23]=[CH:24][CH:25]=2)[CH:13]=1)[C:2]1[CH:7]=[CH:6][CH:5]=[CH:4][CH:3]=1, predict the reactants needed to synthesize it. The reactants are: [CH2:1]([O:8][C:9](=[O:29])[CH:10]([O:26][CH2:27][CH3:28])[CH2:11][C:12]1[CH:17]=[CH:16][C:15]([OH:18])=[C:14]([CH2:19][C:20]2[CH:25]=[CH:24][CH:23]=[CH:22][CH:21]=2)[CH:13]=1)[C:2]1[CH:7]=[CH:6][CH:5]=[CH:4][CH:3]=1.[CH3:30][C:31]1[O:35][C:34]([C:36]2[CH:41]=[CH:40][CH:39]=[CH:38][CH:37]=2)=[N:33][C:32]=1[CH2:42][C:43](O)=[O:44].C(Cl)Cl.Cl. (2) Given the product [CH2:15]1[C:14]2([NH:8][CH2:9][CH2:10][CH2:11][N:12]([C:17]3[C:18]4[CH:25]=[CH:24][NH:23][C:19]=4[N:20]=[CH:21][N:22]=3)[CH2:13]2)[CH2:16]1, predict the reactants needed to synthesize it. The reactants are: C([N:8]1[C:14]2([CH2:16][CH2:15]2)[CH2:13][N:12]([C:17]2[C:18]3[CH:25]=[CH:24][NH:23][C:19]=3[N:20]=[CH:21][N:22]=2)[CH2:11][CH2:10][CH2:9]1)C1C=CC=CC=1.C([O-])=O.[NH4+]. (3) Given the product [O:19]=[C:13]1[CH:12]([N:6]2[CH2:5][C:4]3[C:8](=[CH:9][CH:10]=[C:2]([C:20]#[N:21])[CH:3]=3)[C:7]2=[O:11])[CH2:17][CH2:16][C:15](=[O:18])[NH:14]1, predict the reactants needed to synthesize it. The reactants are: Br[C:2]1[CH:3]=[C:4]2[C:8](=[CH:9][CH:10]=1)[C:7](=[O:11])[N:6]([CH:12]1[CH2:17][CH2:16][C:15](=[O:18])[NH:14][C:13]1=[O:19])[CH2:5]2.[CH3:20][N:21](C=O)C.